From a dataset of NCI-60 drug combinations with 297,098 pairs across 59 cell lines. Regression. Given two drug SMILES strings and cell line genomic features, predict the synergy score measuring deviation from expected non-interaction effect. (1) Drug 1: CC1CCC2CC(C(=CC=CC=CC(CC(C(=O)C(C(C(=CC(C(=O)CC(OC(=O)C3CCCCN3C(=O)C(=O)C1(O2)O)C(C)CC4CCC(C(C4)OC)OCCO)C)C)O)OC)C)C)C)OC. Drug 2: CNC(=O)C1=NC=CC(=C1)OC2=CC=C(C=C2)NC(=O)NC3=CC(=C(C=C3)Cl)C(F)(F)F. Cell line: UACC62. Synergy scores: CSS=0.612, Synergy_ZIP=-4.34, Synergy_Bliss=-6.02, Synergy_Loewe=-24.0, Synergy_HSA=-7.11. (2) Drug 1: CCC1=CC2CC(C3=C(CN(C2)C1)C4=CC=CC=C4N3)(C5=C(C=C6C(=C5)C78CCN9C7C(C=CC9)(C(C(C8N6C)(C(=O)OC)O)OC(=O)C)CC)OC)C(=O)OC.C(C(C(=O)O)O)(C(=O)O)O. Drug 2: CN(C(=O)NC(C=O)C(C(C(CO)O)O)O)N=O. Cell line: NCI-H460. Synergy scores: CSS=53.7, Synergy_ZIP=1.17, Synergy_Bliss=-0.351, Synergy_Loewe=-55.4, Synergy_HSA=-0.258. (3) Drug 1: CC(C1=C(C=CC(=C1Cl)F)Cl)OC2=C(N=CC(=C2)C3=CN(N=C3)C4CCNCC4)N. Drug 2: CC(CN1CC(=O)NC(=O)C1)N2CC(=O)NC(=O)C2. Cell line: SK-MEL-28. Synergy scores: CSS=0.437, Synergy_ZIP=-2.68, Synergy_Bliss=1.32, Synergy_Loewe=-3.04, Synergy_HSA=-2.40. (4) Drug 1: CC1=CC2C(CCC3(C2CCC3(C(=O)C)OC(=O)C)C)C4(C1=CC(=O)CC4)C. Drug 2: CC1=C(C(CCC1)(C)C)C=CC(=CC=CC(=CC(=O)O)C)C. Cell line: NCI-H322M. Synergy scores: CSS=-9.71, Synergy_ZIP=1.54, Synergy_Bliss=-5.29, Synergy_Loewe=-8.37, Synergy_HSA=-9.53. (5) Drug 1: C1=NC2=C(N1)C(=S)N=C(N2)N. Drug 2: C1CN(P(=O)(OC1)NCCCl)CCCl. Cell line: MOLT-4. Synergy scores: CSS=37.3, Synergy_ZIP=-6.60, Synergy_Bliss=-9.52, Synergy_Loewe=-46.1, Synergy_HSA=-8.80. (6) Drug 1: C1CCC(C1)C(CC#N)N2C=C(C=N2)C3=C4C=CNC4=NC=N3. Drug 2: C1=CN(C=N1)CC(O)(P(=O)(O)O)P(=O)(O)O. Cell line: COLO 205. Synergy scores: CSS=-2.03, Synergy_ZIP=5.30, Synergy_Bliss=8.13, Synergy_Loewe=-0.145, Synergy_HSA=-0.967.